From a dataset of Reaction yield outcomes from USPTO patents with 853,638 reactions. Predict the reaction yield, written as a fraction of the theoretical maximum amount of product (1.0 means a 100% yield; for example, 0.34 means a 34% yield). (1) The reactants are [NH:1]1[C:5]2=[CH:6][N:7]=[CH:8][CH:9]=[C:4]2[CH:3]=[N:2]1.[Br:10]Br.O.[OH-].[Na+]. The catalyst is C(O)(=O)C. The product is [Br:10][C:3]1[C:4]2[C:5](=[CH:6][N:7]=[CH:8][CH:9]=2)[NH:1][N:2]=1. The yield is 0.670. (2) The reactants are [Br:1][C:2]1[CH:16]=[CH:15][C:5]([CH2:6][N:7]2[CH2:12][C@H:11]([CH3:13])[O:10][C@H:9]([CH3:14])[CH2:8]2)=[C:4](F)[CH:3]=1.C(NC([O:23][CH2:24][CH3:25])=O)C.[H-].[Na+]. The catalyst is O1CCOCC1. The product is [Br:1][C:2]1[CH:16]=[CH:15][C:5]([CH2:6][N:7]2[CH2:12][C@H:11]([CH3:13])[O:10][C@H:9]([CH3:14])[CH2:8]2)=[C:4]([O:23][CH2:24][CH3:25])[CH:3]=1. The yield is 0.140. (3) The catalyst is C1COCC1. The yield is 0.960. The reactants are C[O:2][C:3](=[O:18])[C:4]1[CH:9]=[C:8]([NH:10][C@H:11]([CH2:13][CH3:14])[CH3:12])[N:7]=[C:6]([C:15](=[O:17])[CH3:16])[CH:5]=1.[OH-].[Li+].Cl. The product is [C:15]([C:6]1[CH:5]=[C:4]([CH:9]=[C:8]([NH:10][C@H:11]([CH2:13][CH3:14])[CH3:12])[N:7]=1)[C:3]([OH:18])=[O:2])(=[O:17])[CH3:16]. (4) The reactants are Cl[C:2]1[N:7]([CH2:8][CH3:9])[C:6](=[O:10])[CH:5]=[C:4]([Cl:11])[N:3]=1.CCN(C(C)C)C(C)C.[C:21]([O:25][C:26]([NH:28][CH:29]1[CH2:34][CH2:33][NH:32][CH2:31][CH2:30]1)=[O:27])([CH3:24])([CH3:23])[CH3:22]. The catalyst is CN(C=O)C. The product is [C:21]([O:25][C:26](=[O:27])[NH:28][CH:29]1[CH2:34][CH2:33][N:32]([C:2]2[N:7]([CH2:8][CH3:9])[C:6](=[O:10])[CH:5]=[C:4]([Cl:11])[N:3]=2)[CH2:31][CH2:30]1)([CH3:24])([CH3:22])[CH3:23]. The yield is 0.360. (5) The reactants are [CH3:1][O:2][C:3]1[CH:27]=[CH:26][C:6]([CH2:7][O:8][C:9]2[CH:10]=[CH:11][C:12]([NH:15][S:16]([C:19]3[CH:24]=[CH:23][C:22]([CH3:25])=[CH:21][CH:20]=3)(=[O:18])=[O:17])=[N:13][CH:14]=2)=[CH:5][CH:4]=1.C(N(CC)C(C)C)(C)C.I[CH2:38][C:39]([NH2:41])=[O:40].C(OCC)(=O)C. The catalyst is CN(C)C=O.O. The product is [CH3:1][O:2][C:3]1[CH:4]=[CH:5][C:6]([CH2:7][O:8][C:9]2[CH:10]=[CH:11][C:12](=[N:15][S:16]([C:19]3[CH:24]=[CH:23][C:22]([CH3:25])=[CH:21][CH:20]=3)(=[O:18])=[O:17])[N:13]([CH2:38][C:39]([NH2:41])=[O:40])[CH:14]=2)=[CH:26][CH:27]=1. The yield is 0.750. (6) The reactants are I[C:2]1[CH:3]=[N:4][N:5]([CH:9]([CH2:13][CH:14]([CH3:16])[CH3:15])[C:10]([OH:12])=O)[C:6](=[O:8])[CH:7]=1.C(N(CC)C(C)C)(C)C.F[P-](F)(F)(F)(F)F.[N:33]1([O:42][P+](N(C)C)(N(C)C)N(C)C)[C:37]2[CH:38]=[CH:39][CH:40]=[CH:41][C:36]=2[N:35]=[N:34]1.[CH3:53][C:54]1([CH3:66])[O:58][C@H:57]([CH2:59][N:60]2[CH:64]=[CH:63][C:62]([NH2:65])=[N:61]2)[CH2:56][O:55]1. The catalyst is CN(C)C=O.C(OCC)(=O)C. The product is [CH3:53][C:54]1([CH3:66])[O:58][C@H:57]([CH2:59][N:60]2[CH:64]=[CH:63][C:62]([NH:65][C:10](=[O:12])[CH:9]([N:5]3[C:6](=[O:8])[CH:7]=[C:2]([O:42][N:33]4[C:37]5[CH:38]=[CH:39][CH:40]=[CH:41][C:36]=5[N:35]=[N:34]4)[CH:3]=[N:4]3)[CH2:13][CH:14]([CH3:16])[CH3:15])=[N:61]2)[CH2:56][O:55]1. The yield is 0.510.